From a dataset of Full USPTO retrosynthesis dataset with 1.9M reactions from patents (1976-2016). Predict the reactants needed to synthesize the given product. (1) Given the product [N+:1]([C:4]1[CH:12]=[CH:11][C:10]([O:13][C:14]2[CH:15]=[CH:16][CH:17]=[CH:18][CH:19]=2)=[CH:9][C:5]=1[C:6]([O:8][CH2:30][CH3:31])=[O:7])([O-:3])=[O:2], predict the reactants needed to synthesize it. The reactants are: [N+:1]([C:4]1[CH:12]=[CH:11][C:10]([O:13][C:14]2[CH:19]=[CH:18][CH:17]=[CH:16][CH:15]=2)=[CH:9][C:5]=1[C:6]([OH:8])=[O:7])([O-:3])=[O:2].OS(O)(=O)=O.C([O-])(O)=O.[Na+].[CH3:30][CH2:31]O. (2) Given the product [Cl:1][C:2]1[CH:7]=[CH:6][C:5]([N:8]2[C:9]3[CH:28]=[CH:27][CH:26]=[CH:25][C:10]=3[N:11]([C@@H:15]([C:19]3[CH:20]=[CH:21][CH:22]=[CH:23][CH:24]=3)[CH2:16][CH2:17][NH:32][CH3:31])[S:12]2(=[O:14])=[O:13])=[CH:4][CH:3]=1, predict the reactants needed to synthesize it. The reactants are: [Cl:1][C:2]1[CH:7]=[CH:6][C:5]([N:8]2[S:12](=[O:14])(=[O:13])[N:11]([CH:15]([C:19]3[CH:24]=[CH:23][CH:22]=[CH:21][CH:20]=3)[CH2:16][CH2:17]Cl)[C:10]3[CH:25]=[CH:26][CH:27]=[CH:28][C:9]2=3)=[CH:4][CH:3]=1.[I-].[Na+].[CH3:31][NH2:32]. (3) The reactants are: [F:1][CH:2]1[C:7](=[O:8])[CH2:6][CH2:5][NH:4][CH2:3]1.[Cl:9][C:10]1[CH:15]=[CH:14][C:13]([C:16]2[CH:21]=[CH:20][CH:19]=[CH:18][C:17]=2[CH2:22]I)=[CH:12][CH:11]=1.CCN(C(C)C)C(C)C.CCOC(C)=O. Given the product [Cl:9][C:10]1[CH:11]=[CH:12][C:13]([C:16]2[CH:21]=[CH:20][CH:19]=[CH:18][C:17]=2[CH2:22][N:4]2[CH2:5][CH2:6][C:7](=[O:8])[CH:2]([F:1])[CH2:3]2)=[CH:14][CH:15]=1, predict the reactants needed to synthesize it. (4) Given the product [CH3:1][C:2]1([C:8]([OH:10])=[O:9])[CH2:7][C:4]2([CH2:6][CH2:5]2)[CH2:3]1, predict the reactants needed to synthesize it. The reactants are: [CH3:1][C:2]1([C:8]([O:10]CC2C=CC=CC=2)=[O:9])[CH2:7][C:4]2([CH2:6][CH2:5]2)[CH2:3]1.[OH-].[Na+]. (5) Given the product [CH2:1]([NH:5][C:6]([C:8]1[C:9]([C:21]2[S:22][C:23]3[CH2:29][CH2:28][CH2:27][CH2:26][C:24]=3[N:25]=2)=[N:10][NH:11][CH:12]=1)=[O:7])[CH2:4][CH2:31][CH3:32], predict the reactants needed to synthesize it. The reactants are: [C:1]([NH:5][C:6]([C:8]1[C:9]([C:21]2[S:22][C:23]3[CH2:29][CH2:28][CH2:27][CH2:26][C:24]=3[N:25]=2)=[N:10][N:11](COCC[Si](C)(C)C)[CH:12]=1)=[O:7])([CH3:4])(C)C.F[C:31](F)(F)[C:32](O)=O.CO.[OH-].[NH4+]. (6) Given the product [CH3:18][C:19]1[O:1][N:2]=[C:3]([N:5]2[CH2:6][CH2:7][N:8]([C:11]([O:13][C:14]([CH3:17])([CH3:16])[CH3:15])=[O:12])[CH2:9][CH2:10]2)[N:4]=1, predict the reactants needed to synthesize it. The reactants are: [OH:1][NH:2][C:3]([N:5]1[CH2:10][CH2:9][N:8]([C:11]([O:13][C:14]([CH3:17])([CH3:16])[CH3:15])=[O:12])[CH2:7][CH2:6]1)=[NH:4].[C:18](OC(=O)C)(=O)[CH3:19].O. (7) Given the product [F:19][C:16]1[CH:17]=[CH:18][C:4]2[C:3](=[CH:2][C:35]3[CH:34]=[CH:33][C:32]4[N:28]([CH2:27][CH2:26][N:20]5[CH2:21][CH2:22][O:23][CH2:24][CH2:25]5)[C:29](=[O:46])[NH:30][C:31]=4[CH:36]=3)[C:9]3[CH:10]=[CH:11][C:12]([F:14])=[CH:13][C:8]=3[CH2:7][O:6][C:5]=2[CH:15]=1, predict the reactants needed to synthesize it. The reactants are: Br[CH:2]=[C:3]1[C:9]2[CH:10]=[CH:11][C:12]([F:14])=[CH:13][C:8]=2[CH2:7][O:6][C:5]2[CH:15]=[C:16]([F:19])[CH:17]=[CH:18][C:4]1=2.[N:20]1([CH2:26][CH2:27][N:28]2[C:32]3[CH:33]=[CH:34][C:35](B4OC(C)(C)C(C)(C)O4)=[CH:36][C:31]=3[NH:30][C:29]2=[O:46])[CH2:25][CH2:24][O:23][CH2:22][CH2:21]1.C([O-])([O-])=O.[Na+].[Na+].